From a dataset of Forward reaction prediction with 1.9M reactions from USPTO patents (1976-2016). Predict the product of the given reaction. (1) Given the reactants [NH2:1][CH2:2][C:3]1[C:12]2[C:7](=[CH:8][C:9]([O:15][CH3:16])=[C:10]([O:13][CH3:14])[CH:11]=2)[C:6]([C:17]([C:19]2[CH:24]=[C:23]([O:25][CH3:26])[CH:22]=[CH:21][C:20]=2[F:27])=[O:18])=[N:5][CH:4]=1.Cl.[F:29][C:30]([F:43])([F:42])[S:31](O[S:31]([C:30]([F:43])([F:42])[F:29])(=[O:33])=[O:32])(=[O:33])=[O:32].C(N(CC)C(C)C)(C)C, predict the reaction product. The product is: [F:29][C:30]([F:43])([F:42])[S:31]([NH:1][CH2:2][C:3]1[C:12]2[C:7](=[CH:8][C:9]([O:15][CH3:16])=[C:10]([O:13][CH3:14])[CH:11]=2)[C:6]([C:17](=[O:18])[C:19]2[CH:24]=[C:23]([O:25][CH3:26])[CH:22]=[CH:21][C:20]=2[F:27])=[N:5][CH:4]=1)(=[O:33])=[O:32]. (2) Given the reactants [CH2:1]([O:5][C:6]1[CH:11]=[CH:10][C:9]([F:12])=[CH:8][C:7]=1[CH2:13][CH:14]([N:17]=C(C1C=CC=CC=1)C1C=CC=CC=1)[C:15]#[N:16])[CH2:2][CH:3]=[CH2:4].Cl, predict the reaction product. The product is: [NH2:17][CH:14]([CH2:13][C:7]1[CH:8]=[C:9]([F:12])[CH:10]=[CH:11][C:6]=1[O:5][CH2:1][CH2:2][CH:3]=[CH2:4])[C:15]#[N:16]. (3) Given the reactants [C:1](=[O:12])(OC(Cl)(Cl)Cl)OC(Cl)(Cl)Cl.[NH2:13][C:14]1[C:41]([F:42])=[CH:40][C:17]([C:18]([N:20]2[CH2:25][CH2:24][N:23]([CH2:26][C:27]3[CH:28]=[C:29]([CH:37]=[CH:38][CH:39]=3)[C:30]([NH:32][C:33]([CH3:36])([CH3:35])[CH3:34])=[O:31])[CH2:22][CH2:21]2)=[O:19])=[CH:16][C:15]=1[F:43].[CH:44]1([CH2:47][NH2:48])[CH2:46][CH2:45]1.C(N(C(C)C)C(C)C)C, predict the reaction product. The product is: [C:33]([NH:32][C:30](=[O:31])[C:29]1[CH:37]=[CH:38][CH:39]=[C:27]([CH2:26][N:23]2[CH2:22][CH2:21][N:20]([C:18](=[O:19])[C:17]3[CH:40]=[C:41]([F:42])[C:14]([NH:13][C:1]([NH:48][CH2:47][CH:44]4[CH2:46][CH2:45]4)=[O:12])=[C:15]([F:43])[CH:16]=3)[CH2:25][CH2:24]2)[CH:28]=1)([CH3:36])([CH3:35])[CH3:34]. (4) Given the reactants [C:1]1(=[O:11])[C:9]2[C:4](=[CH:5][CH:6]=[CH:7][CH:8]=2)[C:3](=[O:10])[CH2:2]1.[Cl:12][C:13]1[CH:14]=[C:15]([CH:18]=[CH:19][C:20]=1[Cl:21])[CH:16]=O, predict the reaction product. The product is: [Cl:12][C:13]1[CH:14]=[C:15]([CH:18]=[CH:19][C:20]=1[Cl:21])[CH:16]=[C:2]1[C:1](=[O:11])[C:9]2[C:4](=[CH:5][CH:6]=[CH:7][CH:8]=2)[C:3]1=[O:10]. (5) Given the reactants [CH3:1][C:2]1[C:3]([CH3:22])=[CH:4][C:5]2[N:14]([CH2:15][C:16]([OH:18])=O)[C:13]3[C:8]([C:9](=[O:20])[NH:10][C:11](=[O:19])[N:12]=3)=[N:7][C:6]=2[CH:21]=1.[CH2:23]([O:25][P:26]([CH2:31][CH2:32][CH2:33][NH2:34])(=[O:30])[O:27][CH2:28][CH3:29])[CH3:24].CCN(C(C)C)C(C)C.CN(C(ON1N=NC2C=CC=NC1=2)=[N+](C)C)C.F[P-](F)(F)(F)(F)F, predict the reaction product. The product is: [CH2:28]([O:27][P:26]([CH2:31][CH2:32][CH2:33][NH:34][C:16](=[O:18])[CH2:15][N:14]1[C:13]2[C:8]([C:9](=[O:20])[NH:10][C:11](=[O:19])[N:12]=2)=[N:7][C:6]2[CH:21]=[C:2]([CH3:1])[C:3]([CH3:22])=[CH:4][C:5]1=2)(=[O:30])[O:25][CH2:23][CH3:24])[CH3:29]. (6) Given the reactants [F:1][C:2]1[C:8]([N+:9]([O-:11])=[O:10])=[CH:7][CH:6]=[CH:5][C:3]=1[NH2:4].[C:12](OC(=O)C)(=[O:14])[CH3:13], predict the reaction product. The product is: [F:1][C:2]1[C:8]([N+:9]([O-:11])=[O:10])=[CH:7][CH:6]=[CH:5][C:3]=1[NH:4][C:12](=[O:14])[CH3:13]. (7) The product is: [CH:24]1([N:25]([CH3:26])[C:2]2[C:3]3[C:15]4[CH2:16][CH2:17][CH2:18][CH2:19][C:14]=4[S:13][C:4]=3[N:5]=[C:6]([CH2:8][O:9][C:10](=[O:12])[CH3:11])[N:7]=2)[CH2:21][CH2:23]1. Given the reactants Cl[C:2]1[C:3]2[C:15]3[CH2:16][CH2:17][CH2:18][CH2:19][C:14]=3[S:13][C:4]=2[N:5]=[C:6]([CH2:8][O:9][C:10](=[O:12])[CH3:11])[N:7]=1.Cl.[CH:21]1([CH2:24][NH2:25])[CH2:23]C1.[CH2:26](N(CC)CC)C, predict the reaction product. (8) Given the reactants [N:1]1[C:11]2[N:10]([CH2:12][CH2:13][CH2:14][N:15]3C(=O)C4C(=CC=CC=4)C3=O)[C:9]3[CH:26]=[CH:27][CH:28]=[CH:29][C:8]=3[CH2:7][CH2:6][C:5]=2[CH:4]=[N:3][CH:2]=1.NN.O, predict the reaction product. The product is: [N:1]1[C:11]2[N:10]([CH2:12][CH2:13][CH2:14][NH2:15])[C:9]3[CH:26]=[CH:27][CH:28]=[CH:29][C:8]=3[CH2:7][CH2:6][C:5]=2[CH:4]=[N:3][CH:2]=1.